This data is from Forward reaction prediction with 1.9M reactions from USPTO patents (1976-2016). The task is: Predict the product of the given reaction. The product is: [CH:38]([O:37][C:35]([N:32]1[CH2:33][CH2:34][CH:29]([CH2:28][CH2:27][O:1][C:2]2[CH:3]=[C:4]3[C:9](=[CH:10][CH:11]=2)[CH2:8][N:7]([C:12]([O:14][CH2:15][C:16]2[CH:21]=[CH:20][CH:19]=[CH:18][CH:17]=2)=[O:13])[CH2:6][CH2:5]3)[CH2:30][CH2:31]1)=[O:36])([CH3:40])[CH3:39]. Given the reactants [OH:1][C:2]1[CH:3]=[C:4]2[C:9](=[CH:10][CH:11]=1)[CH2:8][N:7]([C:12]([O:14][CH2:15][C:16]1[CH:21]=[CH:20][CH:19]=[CH:18][CH:17]=1)=[O:13])[CH2:6][CH2:5]2.CS(O[CH2:27][CH2:28][CH:29]1[CH2:34][CH2:33][N:32]([C:35]([O:37][CH:38]([CH3:40])[CH3:39])=[O:36])[CH2:31][CH2:30]1)(=O)=O, predict the reaction product.